This data is from Reaction yield outcomes from USPTO patents with 853,638 reactions. The task is: Predict the reaction yield, written as a fraction of the theoretical maximum amount of product (1.0 means a 100% yield; for example, 0.34 means a 34% yield). (1) The reactants are [NH2:1][C:2]1[C:3]([NH:12][CH2:13][CH2:14][CH2:15][CH2:16][OH:17])=[C:4]([CH:9]=[CH:10][CH:11]=1)[C:5]([O:7][CH3:8])=[O:6].[Cl:18]N1C(=O)CCC1=O. The catalyst is ClCCl. The product is [NH2:1][C:2]1[C:3]([NH:12][CH2:13][CH2:14][CH2:15][CH2:16][OH:17])=[C:4]([CH:9]=[CH:10][C:11]=1[Cl:18])[C:5]([O:7][CH3:8])=[O:6]. The yield is 0.170. (2) The reactants are [NH2:1][C:2]1C=[C:6](Cl)[CH:5]=[CH:4][N:3]=1.[NH2:9][C:10]1[CH:15]=[CH:14][C:13]([NH:16][C:17](=[O:26])[O:18][CH2:19][C:20]2[CH:25]=[CH:24][CH:23]=[CH:22][CH:21]=2)=[CH:12][CH:11]=1.Cl.[N:28]1C=CC=CC=1.C(OCC)(=O)C.CCCCCC. The catalyst is C(OCCO)C. The product is [NH2:1][C:2]1[N:28]=[C:6]([NH:9][C:10]2[CH:15]=[CH:14][C:13]([NH:16][C:17](=[O:26])[O:18][CH2:19][C:20]3[CH:21]=[CH:22][CH:23]=[CH:24][CH:25]=3)=[CH:12][CH:11]=2)[CH:5]=[CH:4][N:3]=1. The yield is 0.480. (3) The reactants are [C:1]([O:5][C:6](=[O:12])[NH:7][C@@H:8]([CH3:11])[CH:9]=[O:10])([CH3:4])([CH3:3])[CH3:2].Br[C:14]([F:21])([F:20])[C:15]([O:17][CH2:18][CH3:19])=[O:16].Cl. The catalyst is C1COCC1.[Zn]. The product is [C:1]([O:5][C:6]([NH:7][C@@H:8]([CH3:11])[C@@H:9]([OH:10])[C:14]([F:21])([F:20])[C:15]([O:17][CH2:18][CH3:19])=[O:16])=[O:12])([CH3:4])([CH3:2])[CH3:3]. The yield is 0.440.